This data is from Reaction yield outcomes from USPTO patents with 853,638 reactions. The task is: Predict the reaction yield, written as a fraction of the theoretical maximum amount of product (1.0 means a 100% yield; for example, 0.34 means a 34% yield). The reactants are [CH3:1][C:2]1[C:6]([C:7]2[C:16]3[O:15][CH2:14][C@H:13]([C:17]4[CH:22]=[CH:21][CH:20]=[CH:19][N:18]=4)[N:12]4[C:23]([N:25]5[CH2:31][CH2:30][CH2:29][N:28](C(OC(C)(C)C)=O)[CH2:27][CH2:26]5)=[N:24][C:10]([C:11]=34)=[CH:9][CH:8]=2)=[C:5]([CH3:39])[O:4][N:3]=1.Cl. The catalyst is O1CCOCC1. The product is [N:25]1([C:23]2[N:12]3[C@@H:13]([C:17]4[CH:22]=[CH:21][CH:20]=[CH:19][N:18]=4)[CH2:14][O:15][C:16]4=[C:11]3[C:10](=[CH:9][CH:8]=[C:7]4[C:6]3[C:2]([CH3:1])=[N:3][O:4][C:5]=3[CH3:39])[N:24]=2)[CH2:31][CH2:30][CH2:29][NH:28][CH2:27][CH2:26]1. The yield is 0.660.